This data is from Reaction yield outcomes from USPTO patents with 853,638 reactions. The task is: Predict the reaction yield, written as a fraction of the theoretical maximum amount of product (1.0 means a 100% yield; for example, 0.34 means a 34% yield). (1) The reactants are [Br:1][C:2]1[CH:3]=[C:4]([CH:7]=[CH:8][C:9]=1[CH3:10])[CH:5]=[O:6].[CH2:11](O)[CH2:12][OH:13].O. The catalyst is C1(C)C=CC=CC=1.C1(C)C=CC(S(O)(=O)=O)=CC=1. The product is [Br:1][C:2]1[CH:3]=[C:4]([CH:5]2[O:13][CH2:12][CH2:11][O:6]2)[CH:7]=[CH:8][C:9]=1[CH3:10]. The yield is 0.890. (2) The reactants are [CH2:1]([NH:5][CH3:6])[CH2:2][CH2:3][CH3:4].[CH:7]1([N:13]=[C:14]=[N:15][CH:16]2[CH2:21][CH2:20][CH2:19][CH2:18][CH2:17]2)[CH2:12][CH2:11][CH2:10][CH2:9][CH2:8]1. No catalyst specified. The product is [CH2:1]([N:5]([CH3:6])[C:14]([NH:13][CH:7]1[CH2:8][CH2:9][CH2:10][CH2:11][CH2:12]1)=[N:15][CH:16]1[CH2:21][CH2:20][CH2:19][CH2:18][CH2:17]1)[CH2:2][CH2:3][CH3:4]. The yield is 0.997. (3) The reactants are [NH2:1][C:2]1[CH:9]=[C:8]([Cl:10])[CH:7]=[CH:6][C:3]=1[CH:4]=O.[CH:11](=O)[CH2:12][CH3:13].N1CCCCC1. The catalyst is C(O)C. The product is [Cl:10][C:8]1[CH:9]=[C:2]2[C:3]([CH:4]=[C:12]([CH3:13])[CH:11]=[N:1]2)=[CH:6][CH:7]=1. The yield is 0.750. (4) The reactants are [NH2:1][C:2]1[N:10]=[C:9]2[C:5]([N:6]=[CH:7][N:8]2[C@H:11]2[CH2:15][O:14][C@@H:13]([CH2:16][OH:17])[O:12]2)=[C:4](Cl)[N:3]=1.[CH:19]1([NH2:22])[CH2:21][CH2:20]1. The catalyst is C(O)C. The product is [NH2:1][C:2]1[N:10]=[C:9]2[C:5]([N:6]=[CH:7][N:8]2[C@H:11]2[CH2:15][O:14][C@@H:13]([CH2:16][OH:17])[O:12]2)=[C:4]([NH:22][CH:19]2[CH2:21][CH2:20]2)[N:3]=1. The yield is 0.770. (5) The reactants are [CH3:1][C:2]1[CH:3]=[C:4]([C:9](=[O:25])[CH2:10][C:11]2[CH:16]=[CH:15][N:14]=[C:13]([O:17][CH2:18][C:19]3[CH:24]=[CH:23][CH:22]=[CH:21][CH:20]=3)[CH:12]=2)[CH:5]=[C:6]([CH3:8])[CH:7]=1.[Br:26]Br. The catalyst is C(O)(=O)C. The product is [BrH:26].[Br:26][CH:10]([C:11]1[CH:16]=[CH:15][N:14]=[C:13]([O:17][CH2:18][C:19]2[CH:20]=[CH:21][CH:22]=[CH:23][CH:24]=2)[CH:12]=1)[C:9]([C:4]1[CH:3]=[C:2]([CH3:1])[CH:7]=[C:6]([CH3:8])[CH:5]=1)=[O:25]. The yield is 0.980. (6) The yield is 0.330. The reactants are Br[C:2]1[O:6][C:5]([CH2:7][NH:8][C:9]([C:11]2[CH:12]=[C:13]3[C:18](=[CH:19][CH:20]=2)[N:17]=[CH:16][CH:15]=[CH:14]3)=[O:10])=[CH:4][CH:3]=1.NC1N=C(N)C=CC=1C(NCC1C=CC(CO[C:36]2[CH:41]=[CH:40][CH:39]=[CH:38][CH:37]=2)=CN=1)=O.C1(B(O)O)C=CC=CC=1.C(=O)([O-])[O-].[K+].[K+]. The product is [C:36]1([C:2]2[O:6][C:5]([CH2:7][NH:8][C:9]([C:11]3[CH:12]=[C:13]4[C:18](=[CH:19][CH:20]=3)[N:17]=[CH:16][CH:15]=[CH:14]4)=[O:10])=[CH:4][CH:3]=2)[CH:41]=[CH:40][CH:39]=[CH:38][CH:37]=1. The catalyst is O1CCOCC1.C1C=CC([P]([Pd]([P](C2C=CC=CC=2)(C2C=CC=CC=2)C2C=CC=CC=2)([P](C2C=CC=CC=2)(C2C=CC=CC=2)C2C=CC=CC=2)[P](C2C=CC=CC=2)(C2C=CC=CC=2)C2C=CC=CC=2)(C2C=CC=CC=2)C2C=CC=CC=2)=CC=1.C(OCC)(=O)C.O.